Dataset: Full USPTO retrosynthesis dataset with 1.9M reactions from patents (1976-2016). Task: Predict the reactants needed to synthesize the given product. (1) Given the product [Cl:21][C:15]1[CH:16]=[C:17]([Cl:20])[CH:18]=[CH:19][C:14]=1[CH:5]1[N:6]=[C:7]([C:9]2[S:10][CH:11]=[CH:12][N:13]=2)[NH:8][C:3]([CH2:2][N:33]2[CH2:38][CH2:37][S:36](=[O:39])(=[O:40])[CH2:35][C@H:34]2[C:41]([OH:43])=[O:42])=[C:4]1[C:22]([O:24][CH2:25][CH3:26])=[O:23], predict the reactants needed to synthesize it. The reactants are: Br[CH2:2][C:3]1[NH:8][C:7]([C:9]2[S:10][CH:11]=[CH:12][N:13]=2)=[N:6][CH:5]([C:14]2[CH:19]=[CH:18][C:17]([Cl:20])=[CH:16][C:15]=2[Cl:21])[C:4]=1[C:22]([O:24][CH2:25][CH3:26])=[O:23].C([O-])([O-])=O.[K+].[K+].[NH:33]1[CH2:38][CH2:37][S:36](=[O:40])(=[O:39])[CH2:35][C@H:34]1[C:41]([OH:43])=[O:42]. (2) Given the product [F:10][C:4]1[CH:3]=[C:2]([CH:11]=[CH2:12])[CH:9]=[CH:8][C:5]=1[C:6]#[N:7], predict the reactants needed to synthesize it. The reactants are: Br[C:2]1[CH:9]=[CH:8][C:5]([C:6]#[N:7])=[C:4]([F:10])[CH:3]=1.[CH:11]([Sn](CCCC)(CCCC)CCCC)=[CH2:12]. (3) The reactants are: [CH3:1][O:2][C:3](=[O:16])[CH2:4][C:5]1[CH:10]=[CH:9][C:8]([Cl:11])=[CH:7][C:6]=1[C:12]([O:14][CH3:15])=[O:13].C1C(=O)N([Br:24])C(=O)C1.C(OOC(=O)C1C=CC=CC=1)(=O)C1C=CC=CC=1. Given the product [CH3:1][O:2][C:3](=[O:16])[CH:4]([C:5]1[CH:10]=[CH:9][C:8]([Cl:11])=[CH:7][C:6]=1[C:12]([O:14][CH3:15])=[O:13])[Br:24], predict the reactants needed to synthesize it. (4) Given the product [CH3:25][N:26]([CH3:31])[CH2:27][C:28]([O:1]/[N:2]=[C:3](/[C@@H:5]1[C@:21]2([CH3:22])[C@H:8]([C@H:9]3[C@H:18]([CH2:19][CH2:20]2)[C@:17]2([CH3:23])[C:12](=[CH:13][C:14](=[O:24])[CH2:15][CH2:16]2)[CH2:11][CH2:10]3)[CH2:7][CH2:6]1)\[CH3:4])=[O:29], predict the reactants needed to synthesize it. The reactants are: [OH:1]/[N:2]=[C:3](/[C@@H:5]1[C@:21]2([CH3:22])[C@H:8]([C@H:9]3[C@H:18]([CH2:19][CH2:20]2)[C@:17]2([CH3:23])[C:12](=[CH:13][C:14](=[O:24])[CH2:15][CH2:16]2)[CH2:11][CH2:10]3)[CH2:7][CH2:6]1)\[CH3:4].[CH3:25][N:26]([CH3:31])[CH2:27][C:28](O)=[O:29].C(N(CC)C(C)C)(C)C.CCN=C=NCCCN(C)C.C([O-])(O)=O.[Na+].